From a dataset of Reaction yield outcomes from USPTO patents with 853,638 reactions. Predict the reaction yield, written as a fraction of the theoretical maximum amount of product (1.0 means a 100% yield; for example, 0.34 means a 34% yield). (1) The reactants are [CH3:1][CH:2]1[N:7]([CH3:8])[CH2:6][CH2:5][N:4]2[N:9]=[C:10]([NH2:12])[CH:11]=[C:3]12.[C:13]([O:16][CH2:17][C:18]1[C:19]([N:33]2[CH2:44][CH2:43][N:42]3[C:35](=[CH:36][C:37]4[CH2:38][C:39](C)([CH3:45])[CH2:40][C:41]=43)[C:34]2=[O:47])=[N:20][CH:21]=[CH:22][C:23]=1[C:24]1[CH:29]=[C:28](Br)[C:27](=[O:31])[N:26]([CH3:32])[CH:25]=1)(=[O:15])[CH3:14].CC1(C)C2C(=C(P(C3C=CC=CC=3)C3C=CC=CC=3)C=CC=2)OC2C(P(C3C=CC=CC=3)C3C=CC=CC=3)=CC=CC1=2.C([O-])([O-])=O.[Cs+].[Cs+]. The catalyst is C1C=CC(/C=C/C(/C=C/C2C=CC=CC=2)=O)=CC=1.C1C=CC(/C=C/C(/C=C/C2C=CC=CC=2)=O)=CC=1.C1C=CC(/C=C/C(/C=C/C2C=CC=CC=2)=O)=CC=1.[Pd].[Pd].O1CCOCC1. The product is [C:13]([O:16][CH2:17][C:18]1[C:19]([N:33]2[CH2:44][CH2:43][N:42]3[C:41]4[CH2:40][CH2:39][CH2:45][CH2:38][C:37]=4[CH:36]=[C:35]3[C:34]2=[O:47])=[N:20][CH:21]=[CH:22][C:23]=1[C:24]1[CH:29]=[C:28]([NH:12][C:10]2[CH:11]=[C:3]3[CH:2]([CH3:1])[N:7]([CH3:8])[CH2:6][CH2:5][N:4]3[N:9]=2)[C:27](=[O:31])[N:26]([CH3:32])[CH:25]=1)(=[O:15])[CH3:14]. The yield is 0.820. (2) The reactants are [C:1]([O:5][C:6]([N:8]([CH2:19][C:20]1[CH:25]=[CH:24][CH:23]=[CH:22][CH:21]=1)[C@H:9]([CH2:17][OH:18])[CH2:10][C:11]1[CH:16]=[CH:15][CH:14]=[CH:13][CH:12]=1)=[O:7])([CH3:4])([CH3:3])[CH3:2].C(N(CC)CC)C.O. The catalyst is CS(C)=O. The product is [C:1]([O:5][C:6]([N:8]([CH2:19][C:20]1[CH:21]=[CH:22][CH:23]=[CH:24][CH:25]=1)[C@H:9]([CH:17]=[O:18])[CH2:10][C:11]1[CH:12]=[CH:13][CH:14]=[CH:15][CH:16]=1)=[O:7])([CH3:4])([CH3:2])[CH3:3]. The yield is 1.00.